This data is from Reaction yield outcomes from USPTO patents with 853,638 reactions. The task is: Predict the reaction yield, written as a fraction of the theoretical maximum amount of product (1.0 means a 100% yield; for example, 0.34 means a 34% yield). (1) The reactants are [CH3:1][C:2]1[O:3][C:4]([C:8]([OH:10])=O)=[C:5]([CH3:7])[N:6]=1.CCN(C(C)C)C(C)C.[CH3:20][O:21][C:22]1[N:27]=[CH:26][C:25]([N:28]2[CH2:43][CH2:42][C:31]3[N:32]=[CH:33][N:34]=[C:35]([O:36][C@H:37]4[CH2:41][CH2:40][NH:39][CH2:38]4)[C:30]=3[CH2:29]2)=[CH:24][C:23]=1[CH3:44]. The catalyst is CN(C=O)C. The product is [CH3:1][C:2]1[O:3][C:4]([C:8]([N:39]2[CH2:40][CH2:41][C@H:37]([O:36][C:35]3[C:30]4[CH2:29][N:28]([C:25]5[CH:26]=[N:27][C:22]([O:21][CH3:20])=[C:23]([CH3:44])[CH:24]=5)[CH2:43][CH2:42][C:31]=4[N:32]=[CH:33][N:34]=3)[CH2:38]2)=[O:10])=[C:5]([CH3:7])[N:6]=1. The yield is 0.840. (2) The reactants are [C:1]([C:4]1[CH:9]=[CH:8][C:7]([N:10]2[C:15](=[O:16])[C:14]([CH2:17][C:18]3[CH:23]=[CH:22][C:21]([C:24]4[C:25]([C:30]#[N:31])=[CH:26][CH:27]=[CH:28][CH:29]=4)=[CH:20][CH:19]=3)=[C:13]([CH2:32][CH2:33][CH3:34])[N:12]=[C:11]2[CH2:35][CH3:36])=[CH:6][CH:5]=1)(=[O:3])[CH3:2].[CH3:37][Li].[Cl-].[NH4+]. The catalyst is O1CCCC1. The product is [CH2:35]([C:11]1[N:10]([C:7]2[CH:6]=[CH:5][C:4]([C:1]([OH:3])([CH3:37])[CH3:2])=[CH:9][CH:8]=2)[C:15](=[O:16])[C:14]([CH2:17][C:18]2[CH:23]=[CH:22][C:21]([C:24]3[C:25]([C:30]#[N:31])=[CH:26][CH:27]=[CH:28][CH:29]=3)=[CH:20][CH:19]=2)=[C:13]([CH2:32][CH2:33][CH3:34])[N:12]=1)[CH3:36]. The yield is 0.370. (3) The reactants are Br[C:2]1[C:10]2[C:5](=[C:6]([O:18][C:19]3[CH:24]=[CH:23][C:22]([S:25]([CH3:28])(=[O:27])=[O:26])=[CH:21][CH:20]=3)[CH:7]=[C:8]([C:11]3[C:16]([Cl:17])=[CH:15][CH:14]=[CH:13][N:12]=3)[CH:9]=2)[N:4]([CH2:29][O:30][CH3:31])[N:3]=1.[NH2:32][C:33]1[CH:38]=[N:37][CH:36]=[CH:35][N:34]=1.C1(P(C2C=CC=CC=2)C2C3OC4C(=CC=CC=4P(C4C=CC=CC=4)C4C=CC=CC=4)C(C)(C)C=3C=CC=2)C=CC=CC=1.C(=O)([O-])[O-].[Cs+].[Cs+]. The catalyst is O1CCOCC1.C(OCC)(=O)C.C1C=CC(/C=C/C(/C=C/C2C=CC=CC=2)=O)=CC=1.C1C=CC(/C=C/C(/C=C/C2C=CC=CC=2)=O)=CC=1.C1C=CC(/C=C/C(/C=C/C2C=CC=CC=2)=O)=CC=1.[Pd].[Pd]. The product is [Cl:17][C:16]1[C:11]([C:8]2[CH:9]=[C:10]3[C:5](=[C:6]([O:18][C:19]4[CH:24]=[CH:23][C:22]([S:25]([CH3:28])(=[O:27])=[O:26])=[CH:21][CH:20]=4)[CH:7]=2)[N:4]([CH2:29][O:30][CH3:31])[N:3]=[C:2]3[NH:32][C:33]2[CH:38]=[N:37][CH:36]=[CH:35][N:34]=2)=[N:12][CH:13]=[CH:14][CH:15]=1. The yield is 0.510. (4) The reactants are CS(C)=O.C(Cl)(=O)C(Cl)=O.[OH:11][CH:12]1[C:16]2[N:17]=[CH:18][N:19]=[C:20]([N:21]3[CH2:26][CH2:25][N:24]([C:27]([O:29][C:30]([CH3:33])([CH3:32])[CH3:31])=[O:28])[CH2:23][CH2:22]3)[C:15]=2[C@H:14]([CH3:34])[CH2:13]1.C(N(CC)CC)C. The catalyst is C(Cl)Cl.CCOC(C)=O.O. The product is [CH3:34][C@H:14]1[C:15]2[C:20]([N:21]3[CH2:26][CH2:25][N:24]([C:27]([O:29][C:30]([CH3:33])([CH3:32])[CH3:31])=[O:28])[CH2:23][CH2:22]3)=[N:19][CH:18]=[N:17][C:16]=2[C:12](=[O:11])[CH2:13]1. The yield is 0.823. (5) The reactants are [CH3:1][CH:2]([CH3:25])[CH2:3][C@H:4]([NH:13][C:14]([C:16]1[S:17][C:18]2[CH:24]=[CH:23][CH:22]=[CH:21][C:19]=2[CH:20]=1)=[O:15])[C:5]([N:7]1[CH2:12][CH2:11][NH:10][CH2:9][CH2:8]1)=[O:6].C(Cl)CCl.C1C=C2C(N(O)N=NC2=CC=1)=O.[CH3:42][C:43]([O:46][C:47]([NH:49][C@H:50]([C:53](O)=[O:54])[CH2:51][OH:52])=[O:48])([CH3:45])[CH3:44].CN1CCOCC1. The catalyst is C(Cl)Cl. The product is [S:17]1[C:18]2[CH:24]=[CH:23][CH:22]=[CH:21][C:19]=2[CH:20]=[C:16]1[C:14]([NH:13][C@@H:4]([CH2:3][CH:2]([CH3:25])[CH3:1])[C:5]([N:7]1[CH2:12][CH2:11][N:10]([C:51](=[O:52])[C@@H:50]([NH:49][C:47](=[O:48])[O:46][C:43]([CH3:42])([CH3:44])[CH3:45])[CH2:53][OH:54])[CH2:9][CH2:8]1)=[O:6])=[O:15]. The yield is 0.830. (6) The reactants are N12CCCN=C1CCCCC2.[Cl:12][C:13]1[CH:18]=[CH:17][C:16]([C:19](=[CH2:24])[C:20]([O:22][CH3:23])=[O:21])=[CH:15][CH:14]=1.[N+:25]([CH:28]([CH3:30])[CH3:29])([O-:27])=[O:26]. The catalyst is CC#N. The product is [Cl:12][C:13]1[CH:14]=[CH:15][C:16]([CH:19]([CH2:24][C:28]([CH3:30])([N+:25]([O-:27])=[O:26])[CH3:29])[C:20]([O:22][CH3:23])=[O:21])=[CH:17][CH:18]=1. The yield is 0.987. (7) The reactants are Br[C:2]1[CH:7]=[C:6]([CH2:8][CH3:9])[CH:5]=[CH:4][C:3]=1[O:10][CH3:11].[C:12]1([OH:18])[CH:17]=[CH:16][CH:15]=[CH:14][CH:13]=1.C(=O)([O-])[O-].[Cs+].[Cs+].CC(C)(C(=O)CC(=O)C(C)(C)C)C. The catalyst is CN1CCCC1=O.[Cu]Cl. The product is [CH2:8]([C:6]1[CH:5]=[CH:4][C:3]([O:10][CH3:11])=[C:2]([O:18][C:12]2[CH:17]=[CH:16][CH:15]=[CH:14][CH:13]=2)[CH:7]=1)[CH3:9]. The yield is 0.950.